From a dataset of Full USPTO retrosynthesis dataset with 1.9M reactions from patents (1976-2016). Predict the reactants needed to synthesize the given product. (1) The reactants are: [C:1]([O:5][C:6](=[O:26])[NH:7][C@H:8]1[CH2:13][CH2:12][CH2:11][CH2:10][C@H:9]1[NH:14][C:15]1[N:16]=[CH:17][C:18]2[CH:24]=[N:23][CH:22]=[C:21](I)[C:19]=2[N:20]=1)([CH3:4])([CH3:3])[CH3:2].[CH3:27][N:28]1[CH:32]=[C:31](B(O)O)[CH:30]=[N:29]1. Given the product [C:1]([O:5][C:6](=[O:26])[NH:7][C@H:8]1[CH2:13][CH2:12][CH2:11][CH2:10][C@H:9]1[NH:14][C:15]1[N:16]=[CH:17][C:18]2[CH:24]=[N:23][CH:22]=[C:21]([C:31]3[CH:30]=[N:29][N:28]([CH3:27])[CH:32]=3)[C:19]=2[N:20]=1)([CH3:4])([CH3:3])[CH3:2], predict the reactants needed to synthesize it. (2) Given the product [ClH:1].[CH2:30]([N:29]([CH2:28][C:25]1[CH:26]=[CH:27][N:22]=[CH:23][CH:24]=1)[C:19](=[O:20])[CH2:18][C:17]1[N:11]2[CH:12]=[C:13]([CH3:16])[CH:14]=[CH:15][C:10]2=[N:9][C:8]=1[C:5]1[CH:4]=[CH:3][C:2]([Cl:1])=[CH:7][CH:6]=1)[CH3:31], predict the reactants needed to synthesize it. The reactants are: [Cl:1][C:2]1[CH:7]=[CH:6][C:5]([C:8]2[N:9]=[C:10]3[CH:15]=[CH:14][C:13]([CH3:16])=[CH:12][N:11]3[C:17]=2[CH2:18][C:19](O)=[O:20])=[CH:4][CH:3]=1.[N:22]1[CH:27]=[CH:26][C:25]([CH2:28][NH:29][CH2:30][CH3:31])=[CH:24][CH:23]=1. (3) Given the product [CH2:1]([O:3][C:4]([C:6]1[N:7]=[C:8]([C:20]2[CH:25]=[CH:24][C:23]([Cl:26])=[CH:22][CH:21]=2)[N:9]([C:13]2[CH:18]=[CH:17][CH:16]=[CH:15][C:14]=2[F:19])[C:10]=1[CH2:11][NH:32][CH:27]1[CH2:31][CH2:30][CH2:29][CH2:28]1)=[O:5])[CH3:2], predict the reactants needed to synthesize it. The reactants are: [CH2:1]([O:3][C:4]([C:6]1[N:7]=[C:8]([C:20]2[CH:25]=[CH:24][C:23]([Cl:26])=[CH:22][CH:21]=2)[N:9]([C:13]2[CH:18]=[CH:17][CH:16]=[CH:15][C:14]=2[F:19])[C:10]=1[CH:11]=O)=[O:5])[CH3:2].[CH:27]1([NH2:32])[CH2:31][CH2:30][CH2:29][CH2:28]1.[BH-](OC(C)=O)(OC(C)=O)OC(C)=O.[Na+]. (4) Given the product [C:1]([CH:5]1[CH2:10][CH2:9][CH:8]=[CH:7][CH2:6]1)([CH3:4])([CH3:3])[CH3:2], predict the reactants needed to synthesize it. The reactants are: [C:1]([CH:5]1[CH2:10][CH2:9][CH:8](O)[CH2:7][CH2:6]1)([CH3:4])([CH3:3])[CH3:2].OS([O-])(=O)=O.[K+].C(OC(=O)C)C.OS([O-])(=O)=O.[K+]. (5) Given the product [CH2:1]([O:8][C:9]1([C:12]2[CH:17]=[CH:16][C:15]([C:18]#[C:19][C:20]3[CH:21]=[CH:22][C:23]([C:24]([OH:26])=[O:25])=[CH:29][CH:30]=3)=[CH:14][CH:13]=2)[CH2:10][CH2:11]1)[C:2]1[CH:7]=[CH:6][CH:5]=[CH:4][CH:3]=1, predict the reactants needed to synthesize it. The reactants are: [CH2:1]([O:8][C:9]1([C:12]2[CH:17]=[CH:16][C:15]([C:18]#[C:19][C:20]3[CH:30]=[CH:29][C:23]([C:24]([O:26]CC)=[O:25])=[CH:22][CH:21]=3)=[CH:14][CH:13]=2)[CH2:11][CH2:10]1)[C:2]1[CH:7]=[CH:6][CH:5]=[CH:4][CH:3]=1.[OH-].[Na+]. (6) Given the product [C:1]([O:44][C:43]([C:42]1[CH:41]=[CH:40][C:39]([N:30]2[C:29](=[O:48])[C:28]3([CH2:27][CH2:26][N:25]([C:23]([O:22][CH2:15][C:16]4[CH:21]=[CH:20][CH:19]=[CH:18][CH:17]=4)=[O:24])[CH2:50][CH2:49]3)[N:32]([C:33]3[CH:38]=[CH:37][CH:36]=[CH:35][CH:34]=3)[CH2:31]2)=[CH:47][CH:46]=1)=[O:45])([CH3:4])([CH3:3])[CH3:2], predict the reactants needed to synthesize it. The reactants are: [C:1](OC(O[C:1]([CH3:4])([CH3:3])[CH3:2])N(C)C)([CH3:4])([CH3:3])[CH3:2].[CH2:15]([O:22][C:23]([N:25]1[CH2:50][CH2:49][C:28]2([N:32]([C:33]3[CH:38]=[CH:37][CH:36]=[CH:35][CH:34]=3)[CH2:31][N:30]([C:39]3[CH:47]=[CH:46][C:42]([C:43]([OH:45])=[O:44])=[CH:41][CH:40]=3)[C:29]2=[O:48])[CH2:27][CH2:26]1)=[O:24])[C:16]1[CH:21]=[CH:20][CH:19]=[CH:18][CH:17]=1. (7) Given the product [NH2:13][C:9]1[CH:10]=[CH:11][CH:12]=[C:5]([NH:4][CH:1]([CH3:3])[CH3:2])[C:6]=1[C:7]#[N:8], predict the reactants needed to synthesize it. The reactants are: [CH:1]([NH:4][C:5]1[CH:12]=[CH:11][CH:10]=[C:9]([N+:13]([O-])=O)[C:6]=1[C:7]#[N:8])([CH3:3])[CH3:2].Cl.